This data is from Forward reaction prediction with 1.9M reactions from USPTO patents (1976-2016). The task is: Predict the product of the given reaction. (1) The product is: [N:39]1[C:40]2[C:45](=[CH:44][CH:43]=[CH:42][CH:41]=2)[CH:46]=[CH:47][C:38]=1[CH2:36][N:27]1[CH2:28][CH2:29][CH:24]([NH:23][C:21]([C:16]2[C:15]([C:30]3[CH:35]=[CH:34][CH:33]=[CH:32][CH:31]=3)=[CH:20][CH:19]=[CH:18][CH:17]=2)=[O:22])[CH2:25][CH2:26]1. Given the reactants C(O[BH-](OC(=O)C)OC(=O)C)(=O)C.[Na+].[C:15]1([C:30]2[CH:35]=[CH:34][CH:33]=[CH:32][CH:31]=2)[C:16]([C:21]([NH:23][CH:24]2[CH2:29][CH2:28][NH:27][CH2:26][CH2:25]2)=[O:22])=[CH:17][CH:18]=[CH:19][CH:20]=1.[CH:36]([C:38]1[CH:47]=[CH:46][C:45]2[C:40](=[CH:41][CH:42]=[CH:43][CH:44]=2)[N:39]=1)=O, predict the reaction product. (2) Given the reactants [CH:1]1[CH:6]=[CH:5][C:4]([N:7]([C:14]2[CH:19]=[CH:18][C:17](Br)=[CH:16][CH:15]=2)[C:8]2[CH:13]=[CH:12][CH:11]=[CH:10][CH:9]=2)=[CH:3][CH:2]=1.[NH2:21][C:22]1[CH:27]=[CH:26][CH:25]=[CH:24][CH:23]=1.CC(C)([O-])C.[Na+], predict the reaction product. The product is: [C:4]1([N:7]([C:8]2[CH:13]=[CH:12][CH:11]=[CH:10][CH:9]=2)[C:14]2[CH:19]=[CH:18][C:17]([NH:21][C:22]3[CH:27]=[CH:26][CH:25]=[CH:24][CH:23]=3)=[CH:16][CH:15]=2)[CH:5]=[CH:6][CH:1]=[CH:2][CH:3]=1. (3) Given the reactants [OH-].[Li+].C([O:6][CH2:7][C:8]([NH:10][C@H:11]1[C@@H:16]2[C@@H:14]([C@H:15]2[C:17]([O:19]CC)=[O:18])[C@:13]([NH:27][C:28]([O:30][C:31]([CH3:34])([CH3:33])[CH3:32])=[O:29])([C:22]([O:24]CC)=[O:23])[C@@H:12]1[O:35][CH2:36][C:37]1[CH:42]=[CH:41][C:40]([Cl:43])=[C:39]([Cl:44])[CH:38]=1)=[O:9])(=O)C.Cl, predict the reaction product. The product is: [C:31]([O:30][C:28]([NH:27][C@@:13]1([C:22]([OH:24])=[O:23])[C@H:12]([O:35][CH2:36][C:37]2[CH:42]=[CH:41][C:40]([Cl:43])=[C:39]([Cl:44])[CH:38]=2)[C@@H:11]([NH:10][C:8](=[O:9])[CH2:7][OH:6])[C@@H:16]2[C@H:14]1[C@H:15]2[C:17]([OH:19])=[O:18])=[O:29])([CH3:34])([CH3:32])[CH3:33].